From a dataset of Forward reaction prediction with 1.9M reactions from USPTO patents (1976-2016). Predict the product of the given reaction. (1) Given the reactants [CH3:1][O:2][C:3](=[O:32])[C@@H:4]([NH:21][C:22]([O:24][CH2:25][C:26]1[CH:31]=[CH:30][CH:29]=[CH:28][CH:27]=1)=[O:23])[CH2:5][C:6]1[CH:11]=[CH:10][C:9]([O:12][CH2:13][C:14]2[CH:19]=[CH:18][CH:17]=[CH:16][CH:15]=2)=[C:8]([OH:20])[CH:7]=1.[N:33]1([C:38](Cl)=[O:39])[CH2:37][CH2:36][CH2:35][CH2:34]1.C(N(CC)CC)C, predict the reaction product. The product is: [CH2:13]([O:12][C:9]1[CH:10]=[CH:11][C:6]([CH2:5][C@H:4]([NH:21][C:22]([O:24][CH2:25][C:26]2[CH:31]=[CH:30][CH:29]=[CH:28][CH:27]=2)=[O:23])[C:3]([O:2][CH3:1])=[O:32])=[CH:7][C:8]=1[O:20][C:38]([N:33]1[CH2:37][CH2:36][CH2:35][CH2:34]1)=[O:39])[C:14]1[CH:19]=[CH:18][CH:17]=[CH:16][CH:15]=1. (2) Given the reactants I[C:2]1[N:7]=[C:6]([CH3:8])[N:5]=[C:4]([N:9]([CH2:19][C:20]2[CH:25]=[CH:24][C:23]([O:26][CH3:27])=[CH:22][CH:21]=2)[CH2:10][C:11]2[CH:16]=[CH:15][C:14]([O:17][CH3:18])=[CH:13][CH:12]=2)[N:3]=1.[Cl:28][C:29]1[CH:30]=[N:31][CH:32]=[CH:33][C:34]=1B(O)O.C(=O)([O-])[O-].[Cs+].[Cs+], predict the reaction product. The product is: [Cl:28][C:29]1[CH:30]=[N:31][CH:32]=[CH:33][C:34]=1[C:2]1[N:7]=[C:6]([CH3:8])[N:5]=[C:4]([N:9]([CH2:19][C:20]2[CH:25]=[CH:24][C:23]([O:26][CH3:27])=[CH:22][CH:21]=2)[CH2:10][C:11]2[CH:16]=[CH:15][C:14]([O:17][CH3:18])=[CH:13][CH:12]=2)[N:3]=1. (3) Given the reactants [CH3:1][C:2]1([CH3:9])[O:6][C@H:5]([CH2:7][OH:8])[CH2:4][O:3]1.C(N(CC)CC)C.[CH3:17][S:18](Cl)(=[O:20])=[O:19], predict the reaction product. The product is: [CH3:17][S:18]([O:8][CH2:7][C@@H:5]1[CH2:4][O:3][C:2]([CH3:9])([CH3:1])[O:6]1)(=[O:20])=[O:19]. (4) Given the reactants [NH:1]1[CH:5]=[CH:4][N:3]=[C:2]1[C:6]1(O)[C:15]2[C:10](=[CH:11][CH:12]=[CH:13][CH:14]=2)[N:9]([S:16]([C:19]2[CH:24]=[CH:23][C:22]([CH3:25])=[CH:21][CH:20]=2)(=[O:18])=[O:17])[CH2:8][CH2:7]1.S(=O)(=O)(O)O, predict the reaction product. The product is: [NH:1]1[CH:5]=[CH:4][N:3]=[C:2]1[C:6]1[C:15]2[C:10](=[CH:11][CH:12]=[CH:13][CH:14]=2)[N:9]([S:16]([C:19]2[CH:20]=[CH:21][C:22]([CH3:25])=[CH:23][CH:24]=2)(=[O:18])=[O:17])[CH2:8][CH:7]=1. (5) Given the reactants [C:9](O[C:9]([O:11][C:12]([CH3:15])([CH3:14])[CH3:13])=[O:10])([O:11][C:12]([CH3:15])([CH3:14])[CH3:13])=[O:10].[NH2:16][C:17]1[CH:25]=[CH:24][C:20]([CH2:21][CH2:22][OH:23])=[CH:19][CH:18]=1, predict the reaction product. The product is: [C:12]([O:11][C:9](=[O:10])[NH:16][C:17]1[CH:25]=[CH:24][C:20]([CH2:21][CH2:22][OH:23])=[CH:19][CH:18]=1)([CH3:13])([CH3:14])[CH3:15].